The task is: Binary Classification. Given a miRNA mature sequence and a target amino acid sequence, predict their likelihood of interaction.. This data is from Experimentally validated miRNA-target interactions with 360,000+ pairs, plus equal number of negative samples. (1) The miRNA is hsa-miR-7975 with sequence AUCCUAGUCACGGCACCA. The protein sequence of the target gene is MPALACLRRLCRHLSPQAVLFLLFVFCLFSVFVSAYYLYGWNRGLEPSADASESDCGDPPPVAPSRLLPIKPVQAVAPSRTDPLVLVFVESLYSQLGQEVVAILESSRFKYRTEIAPGKGDMPTLTDKGRGRFALIIYENILKYVNLDAWNRELLDKYCVAYGVGIIGFFKANENSLLSAQLKGFPLFLHSNLGLKDCSINPKSPLLYVTRPSEVEKGVLPGEDWTVFQSNHSTYEPVLLAKTRSSESIPHLGADAGLHAALHATVVQDLGLHDGIQRVLFGNNLNFWLHKLVFVDAVAF.... Result: 0 (no interaction). (2) The miRNA is mmu-miR-344e-3p with sequence GAUAUAACCAAAGCCUGACUAU. The protein sequence of the target gene is MAFSLCWKAPRSPWSFLQAVNNGSPLFLWRTVGSCLDPKMKAYLEENTEVTSSGSLTPEIQLRLLTPRCKFWWERADLWPYSDPYWAIYWPGGQALSRYLLDNPAVVRGKSVLDLGSGCGATAIAAKMSGASKILANDIDPIAGMAITLNCKLNGLNPFPVLTKNILNTQQGKFDLIVLGDMFYDEDLADSLHLWLQNYFWTHGTRVLIGDPGRPQFSGHSIRHQLYQLVEYTLPEPTQQENNGLTTSAVWDFHP. Result: 1 (interaction).